Dataset: Forward reaction prediction with 1.9M reactions from USPTO patents (1976-2016). Task: Predict the product of the given reaction. (1) The product is: [Br:15][C:16]1[C:23]([O:24][CH2:25][CH3:26])=[C:22]([CH:27]([Cl:3])[CH3:28])[CH:21]=[C:20]([Cl:30])[C:17]=1[C:18]#[N:19]. Given the reactants N1C(Cl)=NC(Cl)=NC=1[Cl:3].CN(C)C=O.[Br:15][C:16]1[C:23]([O:24][CH2:25][CH3:26])=[C:22]([CH:27](O)[CH3:28])[CH:21]=[C:20]([Cl:30])[C:17]=1[C:18]#[N:19].C(Cl)Cl, predict the reaction product. (2) Given the reactants Br[C:2]1[CH:11]=[C:10]([CH3:12])[CH:9]=[CH:8][C:3]=1[C:4]([O:6][CH3:7])=[O:5].[K+].[CH:14]([B-](F)(F)F)=[CH2:15], predict the reaction product. The product is: [CH:14]([C:2]1[CH:11]=[C:10]([CH3:12])[CH:9]=[CH:8][C:3]=1[C:4]([O:6][CH3:7])=[O:5])=[CH2:15]. (3) Given the reactants [CH2:1]([O:8][C:9]1[C:14](=[O:15])[CH:13]=[C:12]([CH2:16][NH:17][S:18]([C:21]2[CH:22]=[C:23]([CH3:27])[CH:24]=[CH:25][CH:26]=2)(=[O:20])=[O:19])[N:11]([CH3:28])[C:10]=1[C:29](O)=[O:30])[C:2]1[CH:7]=[CH:6][CH:5]=[CH:4][CH:3]=1.[CH:32]([NH:35]C(C1N(C)C(CNS(C2C=CC=CC=2)(=O)=O)=CC(=O)C=1OCC1C=CC=CC=1)=O)([CH3:34])[CH3:33], predict the reaction product. The product is: [CH:32]([NH:35][C:29]([C:10]1[N:11]([CH3:28])[C:12]([CH2:16][NH:17][S:18]([C:21]2[CH:22]=[C:23]([CH3:27])[CH:24]=[CH:25][CH:26]=2)(=[O:20])=[O:19])=[CH:13][C:14](=[O:15])[C:9]=1[O:8][CH2:1][C:2]1[CH:7]=[CH:6][CH:5]=[CH:4][CH:3]=1)=[O:30])([CH3:34])[CH3:33].